Dataset: Forward reaction prediction with 1.9M reactions from USPTO patents (1976-2016). Task: Predict the product of the given reaction. Given the reactants [Br:1][C:2]1[C:3]([CH3:9])=[C:4]([NH2:8])[CH:5]=[CH:6][CH:7]=1.Cl.[OH-:11].[Na+].[CH3:13]S(C)=O, predict the reaction product. The product is: [NH2:8][C:4]1[CH:5]=[CH:6][C:7]([CH:13]=[O:11])=[C:2]([Br:1])[C:3]=1[CH3:9].